This data is from Peptide-MHC class II binding affinity with 134,281 pairs from IEDB. The task is: Regression. Given a peptide amino acid sequence and an MHC pseudo amino acid sequence, predict their binding affinity value. This is MHC class II binding data. (1) The peptide sequence is FKSGRGCGSCFEIKC. The MHC is HLA-DPA10103-DPB10301 with pseudo-sequence HLA-DPA10103-DPB10301. The binding affinity (normalized) is 0. (2) The peptide sequence is PYVSKNPRQAYANYR. The MHC is DRB1_1602 with pseudo-sequence DRB1_1602. The binding affinity (normalized) is 0.450. (3) The peptide sequence is QTNGPWMQVPLEVKR. The MHC is HLA-DQA10201-DQB10303 with pseudo-sequence HLA-DQA10201-DQB10303. The binding affinity (normalized) is 0.472. (4) The peptide sequence is QYIKANSKFIGITE. The MHC is DRB1_1302 with pseudo-sequence DRB1_1302. The binding affinity (normalized) is 0.863. (5) The peptide sequence is EKKYFAYTQFEPLAA. The MHC is HLA-DQA10501-DQB10301 with pseudo-sequence HLA-DQA10501-DQB10301. The binding affinity (normalized) is 0.283. (6) The peptide sequence is LGHDGTVWAQSADFP. The MHC is HLA-DQA10201-DQB10202 with pseudo-sequence HLA-DQA10201-DQB10202. The binding affinity (normalized) is 0.430. (7) The peptide sequence is SVLLTLVALAG. The MHC is HLA-DQA10401-DQB10402 with pseudo-sequence HLA-DQA10401-DQB10402. The binding affinity (normalized) is 0.402. (8) The peptide sequence is LEAWLTEHGCNRLKR. The binding affinity (normalized) is 0.288. The MHC is DRB1_0801 with pseudo-sequence DRB1_0801. (9) The peptide sequence is IDLSIQNYHTFLIYI. The MHC is DRB3_0202 with pseudo-sequence DRB3_0202. The binding affinity (normalized) is 0.0569. (10) The peptide sequence is RSLPPIVKDASIQVV. The MHC is DRB1_0802 with pseudo-sequence DRB1_0802. The binding affinity (normalized) is 0.544.